Dataset: Full USPTO retrosynthesis dataset with 1.9M reactions from patents (1976-2016). Task: Predict the reactants needed to synthesize the given product. (1) The reactants are: Br[C:2]1[CH:3]=[CH:4][C:5]2[NH:11][C:10]3[N:12]=[C:13]([C:16]([F:19])([F:18])[F:17])[CH:14]=[CH:15][C:9]=3[CH2:8][N:7]([S:20]([C:23]3[CH:28]=[CH:27][C:26]([C:29]([CH3:32])([CH3:31])[CH3:30])=[CH:25][CH:24]=3)(=[O:22])=[O:21])[C:6]=2[CH:33]=1.[Li]C(C)(C)C.[F:39][C:40]([F:51])([F:50])[C:41](O[C:41](=[O:42])[C:40]([F:51])([F:50])[F:39])=[O:42]. Given the product [C:29]([C:26]1[CH:25]=[CH:24][C:23]([S:20]([N:7]2[C:6]3[CH:33]=[C:2]([C:41](=[O:42])[C:40]([F:51])([F:50])[F:39])[CH:3]=[CH:4][C:5]=3[NH:11][C:10]3[N:12]=[C:13]([C:16]([F:17])([F:18])[F:19])[CH:14]=[CH:15][C:9]=3[CH2:8]2)(=[O:22])=[O:21])=[CH:28][CH:27]=1)([CH3:30])([CH3:32])[CH3:31], predict the reactants needed to synthesize it. (2) Given the product [C:26]1([O:20][P:17]([CH2:16][O:15][CH2:14][C:13]([CH3:21])=[CH:12][CH2:11][C:10]2[C:2]([OH:1])=[C:3]3[C:7](=[C:8]([CH3:24])[C:9]=2[O:22][CH3:23])[CH2:6][O:5][C:4]3=[O:25])(=[O:19])[OH:18])[CH:31]=[CH:30][CH:29]=[CH:28][CH:27]=1, predict the reactants needed to synthesize it. The reactants are: [OH:1][C:2]1[C:10]([CH2:11][CH:12]=[C:13]([CH3:21])[CH2:14][O:15][CH2:16][P:17](=[O:20])([OH:19])[OH:18])=[C:9]([O:22][CH3:23])[C:8]([CH3:24])=[C:7]2[C:3]=1[C:4](=[O:25])[O:5][CH2:6]2.[C:26]1(O)[CH:31]=[CH:30][CH:29]=[CH:28][CH:27]=1.C1(N=C=NC2CCCCC2)CCCCC1. (3) Given the product [CH2:1]([O:5][CH2:6][CH2:7][O:8][C:9]1[CH:10]=[CH:11][C:12]([C:15]2[CH:20]=[CH:19][C:18]([N:21]3[CH2:25][CH2:24][CH2:23][CH2:22]3)=[C:17](/[CH:26]=[CH:27]/[C:28]([NH:52][C:51]3[CH:53]=[CH:54][C:48]([S@:46]([CH2:45][C:44]4[N:40]([CH2:37][CH2:38][CH3:39])[CH:41]=[N:42][CH:43]=4)=[O:47])=[CH:49][CH:50]=3)=[O:30])[CH:16]=2)=[CH:13][CH:14]=1)[CH2:2][CH2:3][CH3:4], predict the reactants needed to synthesize it. The reactants are: [CH2:1]([O:5][CH2:6][CH2:7][O:8][C:9]1[CH:14]=[CH:13][C:12]([C:15]2[CH:20]=[CH:19][C:18]([N:21]3[CH2:25][CH2:24][CH2:23][CH2:22]3)=[C:17](/[CH:26]=[CH:27]/[C:28]([OH:30])=O)[CH:16]=2)=[CH:11][CH:10]=1)[CH2:2][CH2:3][CH3:4].C(Cl)(=O)C(Cl)=O.[CH2:37]([N:40]1[C:44]([CH2:45][S@@:46]([C:48]2[CH:54]=[CH:53][C:51]([NH2:52])=[CH:50][CH:49]=2)=[O:47])=[CH:43][N:42]=[CH:41]1)[CH2:38][CH3:39].C(N(CC)CC)C. (4) Given the product [O:19]1[CH2:20][CH2:21][CH2:22][C@@H:18]1[CH2:17][NH:16][CH2:15][C:14]1[CH:13]=[CH:12][C:11]([NH2:8])=[CH:24][CH:23]=1, predict the reactants needed to synthesize it. The reactants are: C(N)[C@@H]1OCCC1.[N+:8]([C:11]1[CH:24]=[CH:23][C:14]([CH2:15][NH:16][CH2:17][C@H:18]2[CH2:22][CH2:21][CH2:20][O:19]2)=[CH:13][CH:12]=1)([O-])=O. (5) Given the product [CH3:11][C:9]1[CH:10]=[C:5]([C:4](=[O:18])[CH3:20])[CH:6]=[N:7][C:8]=1[O:12][CH2:13][C:14]([F:15])([F:16])[F:17], predict the reactants needed to synthesize it. The reactants are: CON(C)[C:4](=[O:18])[C:5]1[CH:10]=[C:9]([CH3:11])[C:8]([O:12][CH2:13][C:14]([F:17])([F:16])[F:15])=[N:7][CH:6]=1.[CH3:20][Mg]Br. (6) Given the product [CH:30]1([C:33]2[C:34]([O:47][CH2:48][CH:49]3[CH2:54][CH2:53][CH2:52][C:51]([CH3:56])([CH3:55])[CH2:50]3)=[CH:35][C:36]([F:46])=[C:37]([CH:45]=2)[C:38]([OH:40])=[O:39])[CH2:32][CH2:31]1, predict the reactants needed to synthesize it. The reactants are: C1(C2C(OCC3(C(F)(F)F)CCCCC3)=CC(F)=C(C=2)C(OC(C)(C)C)=O)CC1.[CH:30]1([C:33]2[C:34]([O:47][CH2:48][CH:49]3[CH2:54][CH2:53][CH2:52][C:51]([CH3:56])([CH3:55])[CH2:50]3)=[CH:35][C:36]([F:46])=[C:37]([CH:45]=2)[C:38]([O:40]C(C)(C)C)=[O:39])[CH2:32][CH2:31]1. (7) The reactants are: [CH3:1][O:2][C:3]1[CH:4]=[C:5]([CH2:31][CH2:32][C:33]([O:35]C)=[O:34])[CH:6]=[CH:7][C:8]=1[O:9][CH2:10][CH2:11][CH:12]([C:17]1[S:18][C:19]2[CH:26]=[C:25]([C:27]([F:30])([F:29])[F:28])[CH:24]=[CH:23][C:20]=2[C:21]=1[CH3:22])[CH2:13][CH2:14][CH2:15][CH3:16].[OH-].[Na+]. Given the product [CH3:1][O:2][C:3]1[CH:4]=[C:5]([CH2:31][CH2:32][C:33]([OH:35])=[O:34])[CH:6]=[CH:7][C:8]=1[O:9][CH2:10][CH2:11][CH:12]([C:17]1[S:18][C:19]2[CH:26]=[C:25]([C:27]([F:28])([F:30])[F:29])[CH:24]=[CH:23][C:20]=2[C:21]=1[CH3:22])[CH2:13][CH2:14][CH2:15][CH3:16], predict the reactants needed to synthesize it.